Dataset: NCI-60 drug combinations with 297,098 pairs across 59 cell lines. Task: Regression. Given two drug SMILES strings and cell line genomic features, predict the synergy score measuring deviation from expected non-interaction effect. (1) Drug 1: CC1=C2C(C(=O)C3(C(CC4C(C3C(C(C2(C)C)(CC1OC(=O)C(C(C5=CC=CC=C5)NC(=O)OC(C)(C)C)O)O)OC(=O)C6=CC=CC=C6)(CO4)OC(=O)C)OC)C)OC. Drug 2: CNC(=O)C1=CC=CC=C1SC2=CC3=C(C=C2)C(=NN3)C=CC4=CC=CC=N4. Cell line: CCRF-CEM. Synergy scores: CSS=44.8, Synergy_ZIP=5.75, Synergy_Bliss=7.92, Synergy_Loewe=-22.3, Synergy_HSA=9.18. (2) Drug 1: CC1=C(C(CCC1)(C)C)C=CC(=CC=CC(=CC(=O)O)C)C. Drug 2: C1=NC2=C(N=C(N=C2N1C3C(C(C(O3)CO)O)F)Cl)N. Cell line: EKVX. Synergy scores: CSS=4.47, Synergy_ZIP=-3.30, Synergy_Bliss=-4.61, Synergy_Loewe=-4.09, Synergy_HSA=-4.33. (3) Drug 1: CC1=C(C(CCC1)(C)C)C=CC(=CC=CC(=CC(=O)O)C)C. Drug 2: CC=C1C(=O)NC(C(=O)OC2CC(=O)NC(C(=O)NC(CSSCCC=C2)C(=O)N1)C(C)C)C(C)C. Cell line: A549. Synergy scores: CSS=12.5, Synergy_ZIP=0.136, Synergy_Bliss=3.13, Synergy_Loewe=-26.3, Synergy_HSA=1.23. (4) Drug 1: CC1C(C(CC(O1)OC2CC(CC3=C2C(=C4C(=C3O)C(=O)C5=C(C4=O)C(=CC=C5)OC)O)(C(=O)C)O)N)O.Cl. Drug 2: C1CCC(CC1)NC(=O)N(CCCl)N=O. Cell line: NCI/ADR-RES. Synergy scores: CSS=13.1, Synergy_ZIP=-3.51, Synergy_Bliss=-1.13, Synergy_Loewe=-3.77, Synergy_HSA=-3.08. (5) Drug 1: CC1=C(C=C(C=C1)NC2=NC=CC(=N2)N(C)C3=CC4=NN(C(=C4C=C3)C)C)S(=O)(=O)N.Cl. Drug 2: C1=NNC2=C1C(=O)NC=N2. Cell line: ACHN. Synergy scores: CSS=17.9, Synergy_ZIP=-4.01, Synergy_Bliss=-0.978, Synergy_Loewe=1.04, Synergy_HSA=2.08. (6) Drug 1: CC12CCC(CC1=CCC3C2CCC4(C3CC=C4C5=CN=CC=C5)C)O. Drug 2: CCN(CC)CCNC(=O)C1=C(NC(=C1C)C=C2C3=C(C=CC(=C3)F)NC2=O)C. Cell line: UACC-257. Synergy scores: CSS=1.79, Synergy_ZIP=-0.795, Synergy_Bliss=-1.45, Synergy_Loewe=-2.63, Synergy_HSA=-2.97.